The task is: Predict which catalyst facilitates the given reaction.. This data is from Catalyst prediction with 721,799 reactions and 888 catalyst types from USPTO. (1) Reactant: [C:1]([C:4]1[N:5]=[C:6]2[C:12]3[CH:13]=[C:14]([C:18]#[C:19][C:20]([OH:26])([CH3:25])[C:21](OC)=[O:22])[C:15]([F:17])=[CH:16][C:11]=3[O:10][CH2:9][CH2:8][N:7]2[CH:27]=1)(=[O:3])[NH2:2].OC(C)(C#C)C(OC)=O.BrC1C(F)=CC2OCC[N:44]3C=C(C(N)=O)N=C3C=2C=1.N. Product: [NH2:44][C:21](=[O:22])[C:20]([OH:26])([CH3:25])[C:19]#[C:18][C:14]1[C:15]([F:17])=[CH:16][C:11]2[O:10][CH2:9][CH2:8][N:7]3[CH:27]=[C:4]([C:1]([NH2:2])=[O:3])[N:5]=[C:6]3[C:12]=2[CH:13]=1. The catalyst class is: 5. (2) Reactant: [Si](C=[N+]=[N-])(C)(C)C.[Li][CH2:9][CH2:10][CH2:11][CH3:12].[CH:13]([Si:16]([CH:31]([CH3:33])[CH3:32])([CH:28]([CH3:30])[CH3:29])[O:17][CH2:18][CH2:19][CH:20]1CC(C=O)=[CH:23][CH2:22][CH2:21]1)([CH3:15])[CH3:14]. Product: [C:11]([C:10]1[CH2:9][CH:20]([CH2:19][CH2:18][O:17][Si:16]([CH:31]([CH3:32])[CH3:33])([CH:28]([CH3:30])[CH3:29])[CH:13]([CH3:14])[CH3:15])[CH2:21][CH2:22][CH:23]=1)#[CH:12]. The catalyst class is: 1. (3) Reactant: [CH2:1]([CH:5]([CH2:11][C:12]1[CH:17]=[CH:16][C:15]([O:18][CH2:19][CH2:20][OH:21])=[CH:14][CH:13]=1)[C:6]([O:8][CH2:9][CH3:10])=[O:7])[CH2:2][CH2:3][CH3:4].[CH3:22][S:23](Cl)(=[O:25])=[O:24]. Product: [CH2:1]([CH:5]([CH2:11][C:12]1[CH:17]=[CH:16][C:15]([O:18][CH2:19][CH2:20][O:21][S:23]([CH3:22])(=[O:25])=[O:24])=[CH:14][CH:13]=1)[C:6]([O:8][CH2:9][CH3:10])=[O:7])[CH2:2][CH2:3][CH3:4]. The catalyst class is: 66. (4) Reactant: [F:1][C:2]1[CH:7]=[CH:6][C:5]([N:8]2[CH:12](N3CCCCC3)[CH:11]([CH3:19])[N:10]=[N:9]2)=[CH:4][CH:3]=1.[OH-].[K+].CO. Product: [F:1][C:2]1[CH:3]=[CH:4][C:5]([N:8]2[CH:12]=[C:11]([CH3:19])[N:10]=[N:9]2)=[CH:6][CH:7]=1. The catalyst class is: 6. (5) Reactant: [CH2:1]([N:8]1[CH:16]=[C:15]2[C:10]([CH:11]=[C:12]([C:17]3[CH:18]=[C:19]([CH2:27][CH:28]4[CH2:33][O:32][CH2:31][CH2:30][NH:29]4)[N:20]4[C:25]=3[C:24]([NH2:26])=[N:23][CH:22]=[N:21]4)[CH:13]=[CH:14]2)=[N:9]1)[C:2]1[CH:7]=[CH:6][CH:5]=[CH:4][CH:3]=1.CC(O)=O.C(O[C:41]1(O[Si](C)(C)C)[CH2:43][CH2:42]1)C.C([BH3-])#N.[Na+].[OH-].[Na+]. Product: [CH2:1]([N:8]1[CH:16]=[C:15]2[C:10]([CH:11]=[C:12]([C:17]3[CH:18]=[C:19]([CH2:27][CH:28]4[CH2:33][O:32][CH2:31][CH2:30][N:29]4[CH:41]4[CH2:43][CH2:42]4)[N:20]4[C:25]=3[C:24]([NH2:26])=[N:23][CH:22]=[N:21]4)[CH:13]=[CH:14]2)=[N:9]1)[C:2]1[CH:7]=[CH:6][CH:5]=[CH:4][CH:3]=1. The catalyst class is: 5. (6) Reactant: C([O:9][CH2:10][CH2:11][O:12][CH2:13][CH2:14][N:15]1[C:23]2[C:22]([NH:24][C:25]3[CH:30]=[CH:29][C:28]([O:31][CH2:32][C:33]4[CH:38]=[CH:37][CH:36]=[C:35]([F:39])[CH:34]=4)=[C:27]([Cl:40])[CH:26]=3)=[N:21][CH:20]=[N:19][C:18]=2[CH:17]=[CH:16]1)(=O)C1C=CC=CC=1.[OH-].[Na+].Cl. Product: [Cl:40][C:27]1[CH:26]=[C:25]([NH:24][C:22]2[C:23]3[N:15]([CH2:14][CH2:13][O:12][CH2:11][CH2:10][OH:9])[CH:16]=[CH:17][C:18]=3[N:19]=[CH:20][N:21]=2)[CH:30]=[CH:29][C:28]=1[O:31][CH2:32][C:33]1[CH:38]=[CH:37][CH:36]=[C:35]([F:39])[CH:34]=1. The catalyst class is: 7. (7) Reactant: Br[C:2]1[N:7]=[C:6]([CH:8]=[O:9])[CH:5]=[CH:4][CH:3]=1.[CH3:10][S:11]([N:14]1[CH2:19][CH2:18][NH:17][CH2:16][CH2:15]1)(=[O:13])=[O:12].C(=O)([O-])[O-].[K+].[K+].Cl. Product: [CH3:10][S:11]([N:14]1[CH2:19][CH2:18][N:17]([C:2]2[N:7]=[C:6]([CH:8]=[O:9])[CH:5]=[CH:4][CH:3]=2)[CH2:16][CH2:15]1)(=[O:13])=[O:12]. The catalyst class is: 136. (8) Reactant: C(O[CH2:5][C:6]1[C:15]2[C:10](=[CH:11][CH:12]=[CH:13][C:14]=2[O:16][C:17]2[CH:22]=[CH:21][CH:20]=[CH:19][CH:18]=2)[C:9]([OH:23])=[C:8]([C:24]([O:26][CH3:27])=[O:25])[N:7]=1)(=O)C.C([O-])([O-])=O.[Na+].[Na+]. Product: [OH:23][C:9]1[C:10]2[C:15](=[C:14]([O:16][C:17]3[CH:22]=[CH:21][CH:20]=[CH:19][CH:18]=3)[CH:13]=[CH:12][CH:11]=2)[C:6]([CH3:5])=[N:7][C:8]=1[C:24]([O:26][CH3:27])=[O:25]. The catalyst class is: 153. (9) Reactant: [OH:1][C:2]1[CH:3]=[CH:4][C:5]([O:10][CH3:11])=[C:6]([CH:9]=1)[CH:7]=O.[NH:12]1[CH2:16][CH2:15][CH2:14][CH2:13]1.[BH-](OC(C)=O)(OC(C)=O)OC(C)=O.[Na+].OS([O-])(=O)=O.[Na+]. Product: [CH3:11][O:10][C:5]1[C:6]([CH2:7][N:12]2[CH2:16][CH2:15][CH2:14][CH2:13]2)=[CH:9][C:2]([OH:1])=[CH:3][CH:4]=1. The catalyst class is: 34.